This data is from Reaction yield outcomes from USPTO patents with 853,638 reactions. The task is: Predict the reaction yield, written as a fraction of the theoretical maximum amount of product (1.0 means a 100% yield; for example, 0.34 means a 34% yield). (1) The reactants are Br[C:2]1[CH:7]=[CH:6][C:5]([S:8]([NH:11][CH:12]2[CH2:14][CH2:13]2)(=[O:10])=[O:9])=[CH:4][C:3]=1[F:15].[C:16]([C:18]1[N:22]([CH3:23])[C:21](B(O)O)=[CH:20][CH:19]=1)#[N:17].[F-].[K+].C(P(C(C)(C)C)C(C)(C)C)(C)(C)C. The catalyst is C1C=CC(/C=C/C(/C=C/C2C=CC=CC=2)=O)=CC=1.C1C=CC(/C=C/C(/C=C/C2C=CC=CC=2)=O)=CC=1.C1C=CC(/C=C/C(/C=C/C2C=CC=CC=2)=O)=CC=1.[Pd].[Pd]. The product is [C:16]([C:18]1[N:22]([CH3:23])[C:21]([C:2]2[CH:7]=[CH:6][C:5]([S:8]([NH:11][CH:12]3[CH2:14][CH2:13]3)(=[O:10])=[O:9])=[CH:4][C:3]=2[F:15])=[CH:20][CH:19]=1)#[N:17]. The yield is 0.140. (2) The reactants are N([O-])=[O:2].[Na+].[Cl:5][C:6]1[N:14]=[C:13]([Cl:15])[CH:12]=[C:11]([C:16]([F:19])([F:18])[F:17])[C:7]=1[C:8](N)=[O:9]. The catalyst is O.OS(O)(=O)=O. The product is [Cl:5][C:6]1[N:14]=[C:13]([Cl:15])[CH:12]=[C:11]([C:16]([F:19])([F:18])[F:17])[C:7]=1[C:8]([OH:2])=[O:9]. The yield is 0.950. (3) The reactants are Br[C:2]1[CH:20]=[CH:19][C:5]([C:6]([N:8]([CH2:10][C:11]2[CH:16]=[CH:15][CH:14]=[C:13]([O:17][CH3:18])[CH:12]=2)[CH3:9])=[O:7])=[CH:4][CH:3]=1.[CH3:21][O:22][C:23]1[CH:24]=[C:25](B(O)O)[CH:26]=[CH:27][CH:28]=1. The catalyst is [Pd].C1(P(C2C=CC=CC=2)C2C=CC=CC=2)C=CC=CC=1.C1(P(C2C=CC=CC=2)C2C=CC=CC=2)C=CC=CC=1.C1(P(C2C=CC=CC=2)C2C=CC=CC=2)C=CC=CC=1.C1(P(C2C=CC=CC=2)C2C=CC=CC=2)C=CC=CC=1. The product is [CH3:21][O:22][C:23]1[CH:28]=[C:27]([C:2]2[CH:20]=[CH:19][C:5]([C:6]([N:8]([CH2:10][C:11]3[CH:16]=[CH:15][CH:14]=[C:13]([O:17][CH3:18])[CH:12]=3)[CH3:9])=[O:7])=[CH:4][CH:3]=2)[CH:26]=[CH:25][CH:24]=1. The yield is 0.900. (4) The reactants are [F:1][C:2]1([F:48])[CH2:7][CH2:6][CH:5]([C:8]2[C:17]3[CH:16]([O:18][CH2:19][C:20]4[CH:25]=[CH:24][C:23]([O:26][CH3:27])=[CH:22][CH:21]=4)[CH2:15][C:14]([CH3:29])([CH3:28])[CH2:13][C:12]=3[N:11]=[C:10]([CH:30]3[CH2:35][CH2:34][NH:33][CH2:32][CH2:31]3)[C:9]=2[CH:36]([F:47])[C:37]2[CH:42]=[CH:41][C:40]([C:43]([F:46])([F:45])[F:44])=[CH:39][CH:38]=2)[CH2:4][CH2:3]1.[Br:49][C:50]1[CH:51]=[N:52][C:53](Cl)=[N:54][CH:55]=1.C1CCN2C(=NCCC2)CC1.O. The catalyst is CN(C)C=O. The product is [Br:49][C:50]1[CH:51]=[N:52][C:53]([N:33]2[CH2:34][CH2:35][CH:30]([C:10]3[C:9]([CH:36]([F:47])[C:37]4[CH:38]=[CH:39][C:40]([C:43]([F:45])([F:46])[F:44])=[CH:41][CH:42]=4)=[C:8]([CH:5]4[CH2:6][CH2:7][C:2]([F:1])([F:48])[CH2:3][CH2:4]4)[C:17]4[CH:16]([O:18][CH2:19][C:20]5[CH:21]=[CH:22][C:23]([O:26][CH3:27])=[CH:24][CH:25]=5)[CH2:15][C:14]([CH3:28])([CH3:29])[CH2:13][C:12]=4[N:11]=3)[CH2:31][CH2:32]2)=[N:54][CH:55]=1. The yield is 0.640.